From a dataset of Peptide-MHC class II binding affinity with 134,281 pairs from IEDB. Regression. Given a peptide amino acid sequence and an MHC pseudo amino acid sequence, predict their binding affinity value. This is MHC class II binding data. (1) The peptide sequence is EMGANFKADRVIDPR. The MHC is DRB1_0802 with pseudo-sequence DRB1_0802. The binding affinity (normalized) is 0.139. (2) The peptide sequence is KTFEREYPTIKQKKP. The MHC is DRB1_1301 with pseudo-sequence DRB1_1301. The binding affinity (normalized) is 0.355. (3) The peptide sequence is VPRDLEVVAATPTSL. The MHC is DRB3_0101 with pseudo-sequence DRB3_0101. The binding affinity (normalized) is 0.341.